From a dataset of Full USPTO retrosynthesis dataset with 1.9M reactions from patents (1976-2016). Predict the reactants needed to synthesize the given product. (1) Given the product [CH2:37]([N:15]([C@@H:8]([C:9]1[CH:14]=[CH:13][CH:12]=[CH:11][CH:10]=1)[C:7]([N:4]1[CH2:5][CH2:6][C@H:2]([OH:1])[CH2:3]1)=[O:28])[S:16]([C:19]1[CH:24]=[CH:23][CH:22]=[CH:21][C:20]=1[N+:25]([O-:27])=[O:26])(=[O:18])=[O:17])[CH:36]=[CH2:35], predict the reactants needed to synthesize it. The reactants are: [OH:1][C@H:2]1[CH2:6][CH2:5][N:4]([C:7](=[O:28])[C@@H:8]([NH:15][S:16]([C:19]2[CH:24]=[CH:23][CH:22]=[CH:21][C:20]=2[N+:25]([O-:27])=[O:26])(=[O:18])=[O:17])[C:9]2[CH:14]=[CH:13][CH:12]=[CH:11][CH:10]=2)[CH2:3]1.C(=O)([O-])[O-].[K+].[K+].[CH2:35](Br)[CH:36]=[CH2:37].O. (2) Given the product [NH2:29][CH2:28][C:25]1[CH:26]=[CH:27][C:22]([CH2:30][NH:31][CH2:16][CH2:15][N:14]2[C:13]3[C:8]([C:9](=[O:19])[NH:10][C:11](=[O:18])[N:12]=3)=[N:7][C:6]3[CH:20]=[C:2]([CH3:1])[C:3]([CH3:21])=[CH:4][C:5]2=3)=[CH:23][CH:24]=1, predict the reactants needed to synthesize it. The reactants are: [CH3:1][C:2]1[C:3]([CH3:21])=[CH:4][C:5]2[N:14]([CH2:15][CH:16]=O)[C:13]3[C:8]([C:9](=[O:19])[NH:10][C:11](=[O:18])[N:12]=3)=[N:7][C:6]=2[CH:20]=1.[C:22]1([CH2:30][NH2:31])[CH:27]=[CH:26][C:25]([CH2:28][NH2:29])=[CH:24][CH:23]=1.C(O)(=O)C.C([BH3-])#N.[Na+]. (3) Given the product [NH2:1][C:2]1[C:7]([C:8]2[N:17]([C:18]3[CH:23]=[CH:22][C:21]([C:24]4([NH:28][C:29](=[O:35])[O:30][C:31]([CH3:34])([CH3:33])[CH3:32])[CH2:27][CH2:26][CH2:25]4)=[CH:20][CH:19]=3)[C:11]3=[N:12][C:13]([C:48]4[CH:49]=[CH:50][CH:51]=[C:46]([N:43]5[CH2:44][CH2:45][CH:40]([C:38](=[O:39])[N:37]([CH3:36])[CH3:61])[CH2:41][CH2:42]5)[CH:47]=4)=[CH:14][CH:15]=[C:10]3[N:9]=2)=[CH:6][CH:5]=[CH:4][N:3]=1, predict the reactants needed to synthesize it. The reactants are: [NH2:1][C:2]1[C:7]([C:8]2[N:17]([C:18]3[CH:23]=[CH:22][C:21]([C:24]4([NH:28][C:29](=[O:35])[O:30][C:31]([CH3:34])([CH3:33])[CH3:32])[CH2:27][CH2:26][CH2:25]4)=[CH:20][CH:19]=3)[C:11]3=[N:12][C:13](Cl)=[CH:14][CH:15]=[C:10]3[N:9]=2)=[CH:6][CH:5]=[CH:4][N:3]=1.[CH3:36][N:37]([CH3:61])[C:38]([CH:40]1[CH2:45][CH2:44][N:43]([C:46]2[CH:51]=[CH:50][CH:49]=[C:48](B3OC(C)(C)C(C)(C)O3)[CH:47]=2)[CH2:42][CH2:41]1)=[O:39].CC(N)CC1C=CC=CC=1.OP(O)(O)=O.C([O-])([O-])=O.[Na+].[Na+]. (4) The reactants are: [Cl-].O[NH3+:3].[C:4](=[O:7])([O-])[OH:5].[Na+].CS(C)=O.[CH2:13]([C:15]1[S:52][C:18]2[N:19]([CH2:36][C:37]3[CH:42]=[CH:41][C:40]([C:43]4[C:44]([C:49]#[N:50])=[CH:45][CH:46]=[CH:47][CH:48]=4)=[C:39]([F:51])[CH:38]=3)[C:20](=[O:35])[N:21]([CH2:24][C:25]([C:27]3[CH:32]=[CH:31][C:30]([O:33][CH3:34])=[CH:29][CH:28]=3)=[O:26])[C:22](=[O:23])[C:17]=2[CH:16]=1)[CH3:14]. Given the product [CH2:13]([C:15]1[S:52][C:18]2[N:19]([CH2:36][C:37]3[CH:42]=[CH:41][C:40]([C:43]4[CH:48]=[CH:47][CH:46]=[CH:45][C:44]=4[C:49]4[NH:3][C:4](=[O:7])[O:5][N:50]=4)=[C:39]([F:51])[CH:38]=3)[C:20](=[O:35])[N:21]([CH2:24][C:25]([C:27]3[CH:28]=[CH:29][C:30]([O:33][CH3:34])=[CH:31][CH:32]=3)=[O:26])[C:22](=[O:23])[C:17]=2[CH:16]=1)[CH3:14], predict the reactants needed to synthesize it. (5) Given the product [Cl:1][C:2]1[CH:3]=[C:4]2[C:8](=[C:9]([F:11])[CH:10]=1)[N:7]([CH2:12][CH2:13][S:14]([CH3:17])(=[O:16])=[O:15])[C:6]([CH2:18][Cl:22])=[CH:5]2, predict the reactants needed to synthesize it. The reactants are: [Cl:1][C:2]1[CH:3]=[C:4]2[C:8](=[C:9]([F:11])[CH:10]=1)[N:7]([CH2:12][CH2:13][S:14]([CH3:17])(=[O:16])=[O:15])[C:6]([CH2:18]O)=[CH:5]2.O=S(Cl)[Cl:22]. (6) The reactants are: [CH3:1][N:2]1[CH2:7][CH2:6][CH2:5][N:4]([C:8]2[CH:13]=[CH:12][C:11]([N+:14]([O-])=O)=[CH:10][CH:9]=2)[C:3]1=[O:17]. Given the product [NH2:14][C:11]1[CH:10]=[CH:9][C:8]([N:4]2[CH2:5][CH2:6][CH2:7][N:2]([CH3:1])[C:3]2=[O:17])=[CH:13][CH:12]=1, predict the reactants needed to synthesize it.